The task is: Predict the product of the given reaction.. This data is from Forward reaction prediction with 1.9M reactions from USPTO patents (1976-2016). (1) Given the reactants Cl[C:2]1[CH:7]=[CH:6][N:5]=[C:4]2[CH:8]=[C:9]([C:11]([N:13]3[CH2:17][CH2:16][CH2:15][CH2:14]3)=[O:12])[S:10][C:3]=12.FC1C=C([N+]([O-])=O)C=CC=1OC1C=CN=C2C=C(C(N(C)C)=O)SC=12.[Cl:43][C:44]1[CH:49]=[C:48]([N+:50]([O-:52])=[O:51])[CH:47]=[C:46]([Cl:53])[C:45]=1[OH:54], predict the reaction product. The product is: [Cl:43][C:44]1[CH:49]=[C:48]([N+:50]([O-:52])=[O:51])[CH:47]=[C:46]([Cl:53])[C:45]=1[O:54][C:2]1[CH:7]=[CH:6][N:5]=[C:4]2[CH:8]=[C:9]([C:11]([N:13]3[CH2:17][CH2:16][CH2:15][CH2:14]3)=[O:12])[S:10][C:3]=12. (2) Given the reactants [C:1]1([CH2:7][CH2:8][CH2:9][CH2:10][CH2:11][CH2:12][CH2:13][CH2:14][CH2:15][CH2:16][CH2:17][CH2:18][CH2:19][CH2:20][CH2:21][CH2:22][CH2:23][CH3:24])[CH:6]=[CH:5][CH:4]=[CH:3][CH:2]=1.[Cl:25][S:26](O)(=[O:28])=[O:27], predict the reaction product. The product is: [CH2:7]([C:1]1[CH:6]=[CH:5][C:4]([S:26]([Cl:25])(=[O:28])=[O:27])=[CH:3][CH:2]=1)[CH2:8][CH2:9][CH2:10][CH2:11][CH2:12][CH2:13][CH2:14][CH2:15][CH2:16][CH2:17][CH2:18][CH2:19][CH2:20][CH2:21][CH2:22][CH2:23][CH3:24].